Dataset: Full USPTO retrosynthesis dataset with 1.9M reactions from patents (1976-2016). Task: Predict the reactants needed to synthesize the given product. Given the product [N+:14]([C:4]1[CH:3]=[CH:2][C:1]([N:7]2[CH2:12][CH2:11][O:10][CH2:9][C:8]2=[O:13])=[CH:6][CH:5]=1)([O-:16])=[O:15], predict the reactants needed to synthesize it. The reactants are: [C:1]1([N:7]2[CH2:12][CH2:11][O:10][CH2:9][C:8]2=[O:13])[CH:6]=[CH:5][CH:4]=[CH:3][CH:2]=1.[N+:14]([O-])([OH:16])=[O:15].O.[NH4+].[OH-].